From a dataset of Full USPTO retrosynthesis dataset with 1.9M reactions from patents (1976-2016). Predict the reactants needed to synthesize the given product. (1) The reactants are: [N:1]([CH2:4][CH2:5][C@@H:6]([O:12][C:13]1[CH:20]=[C:19]([CH3:21])[C:18]([F:22])=[CH:17][C:14]=1[C:15]#[N:16])[C:7]1[CH:11]=[CH:10][O:9][N:8]=1)=[N+]=[N-].[O:23]1CCCC1.C1(P(C2C=CC=CC=2)C2C=CC=CC=2)C=CC=CC=1.[C:47](=[O:50])([OH:49])[O-].[Na+]. Given the product [C:10]([OH:23])(=[O:9])/[CH:11]=[CH:7]/[C:47]([OH:49])=[O:50].[NH2:1][CH2:4][CH2:5][C@@H:6]([O:12][C:13]1[CH:20]=[C:19]([CH3:21])[C:18]([F:22])=[CH:17][C:14]=1[C:15]#[N:16])[C:7]1[CH:11]=[CH:10][O:9][N:8]=1, predict the reactants needed to synthesize it. (2) Given the product [C:51]([O:50][C:48]([N:55]1[CH2:60][CH2:59][N:58]([C:10]2[C:11]3[C:17]([CH:18]4[CH2:20][CH2:19]4)=[CH:16][N:15]=[CH:14][C:12]=3[N:13]=[C:8]([C:6]3[CH:5]=[CH:4][N:3]=[C:2]([Cl:1])[CH:7]=3)[N:9]=2)[CH2:57][CH2:56]1)=[O:49])([CH3:54])([CH3:52])[CH3:53], predict the reactants needed to synthesize it. The reactants are: [Cl:1][C:2]1[CH:7]=[C:6]([C:8]2[N:9]=[C:10](O)[C:11]3[C:17]([CH:18]4[CH2:20][CH2:19]4)=[CH:16][N:15]=[CH:14][C:12]=3[N:13]=2)[CH:5]=[CH:4][N:3]=1.C(N(CC)CC)C.C(C1C=C(C(C)C)C=C(C(C)C)C=1S(Cl)(=O)=O)(C)C.[C:48]([N:55]1[CH2:60][CH2:59][NH:58][CH2:57][CH2:56]1)([O:50][C:51]([CH3:54])([CH3:53])[CH3:52])=[O:49].